Dataset: Acute oral toxicity (LD50) regression data from Zhu et al.. Task: Regression/Classification. Given a drug SMILES string, predict its toxicity properties. Task type varies by dataset: regression for continuous values (e.g., LD50, hERG inhibition percentage) or binary classification for toxic/non-toxic outcomes (e.g., AMES mutagenicity, cardiotoxicity, hepatotoxicity). Dataset: ld50_zhu. (1) The compound is CCCCCCOC(=O)C(O)c1ccccc1. The rat oral LD50 is 1.14, given as -log10 of the dose in mol/kg body weight (higher means more acutely toxic). (2) The drug is C=CC(=O)OOCCOC. The rat oral LD50 is 2.24, given as -log10 of the dose in mol/kg body weight (higher means more acutely toxic).